Dataset: Full USPTO retrosynthesis dataset with 1.9M reactions from patents (1976-2016). Task: Predict the reactants needed to synthesize the given product. Given the product [CH:9]1([C:18]([OH:20])=[O:19])[C:10]2[C:15](=[CH:14][CH:13]=[CH:12][CH:11]=2)[CH2:16][CH2:17][NH:8]1, predict the reactants needed to synthesize it. The reactants are: C(OC([N:8]1[CH2:17][CH2:16][C:15]2[C:10](=[CH:11][CH:12]=[CH:13][CH:14]=2)[CH:9]1[C:18]([OH:20])=[O:19])=O)(C)(C)C.FC(F)(F)C(O)=O.